Dataset: Full USPTO retrosynthesis dataset with 1.9M reactions from patents (1976-2016). Task: Predict the reactants needed to synthesize the given product. Given the product [NH2:13][C:2]1[N:10]=[C:9]([Cl:11])[CH:8]=[CH:7][C:3]=1[C:4]([OH:6])=[O:5], predict the reactants needed to synthesize it. The reactants are: Cl[C:2]1[N:10]=[C:9]([Cl:11])[CH:8]=[CH:7][C:3]=1[C:4]([OH:6])=[O:5].[OH-].[NH4+:13].